This data is from Forward reaction prediction with 1.9M reactions from USPTO patents (1976-2016). The task is: Predict the product of the given reaction. (1) The product is: [OH:10][C:6]1[CH:5]=[C:4]([CH2:3][CH2:2][O:37][C:31]2[CH:30]=[C:29]([CH:34]=[CH:33][C:32]=2[O:35][CH3:36])[C:28]([NH:27][C:18]2([C:16]([OH:15])=[O:17])[CH2:19][C:20]3[C:25](=[CH:24][CH:23]=[CH:22][CH:21]=3)[CH2:26]2)=[O:38])[CH:9]=[CH:8][CH:7]=1. Given the reactants O[CH2:2][CH2:3][C:4]1[CH:5]=[C:6]([O:10]C(=O)C)[CH:7]=[CH:8][CH:9]=1.C[O:15][C:16]([C:18]1([NH:27][C:28](=[O:38])[C:29]2[CH:34]=[CH:33][C:32]([O:35][CH3:36])=[C:31]([OH:37])[CH:30]=2)[CH2:26][C:25]2[C:20](=[CH:21][CH:22]=[CH:23][CH:24]=2)[CH2:19]1)=[O:17], predict the reaction product. (2) Given the reactants [O:1]1[CH2:6][CH2:5][CH2:4][CH2:3][CH:2]1[O:7][NH:8][C:9](=[O:34])[CH2:10][C@@:11]1([C:28]2[S:29][C:30](Br)=[CH:31][CH:32]=2)[S:17](=[O:19])(=[O:18])[CH2:16][CH2:15][N:14]([C:20](=[O:27])[C:21]2[CH:26]=[CH:25][CH:24]=[CH:23][CH:22]=2)[CH2:13][CH2:12]1.[C:35](=[O:38])([O-])[O-].[Na+].[Na+], predict the reaction product. The product is: [O:1]1[CH2:6][CH2:5][CH2:4][CH2:3][CH:2]1[O:7][NH:8][C:9](=[O:34])[CH2:10][C@@:11]1([C:28]2[S:29][C:30]([C:21]3[CH:26]=[CH:25][C:24]([C:35]4[O:38][CH:15]=[N:14][CH:13]=4)=[CH:23][CH:22]=3)=[CH:31][CH:32]=2)[S:17](=[O:19])(=[O:18])[CH2:16][CH2:15][N:14]([C:20](=[O:27])[C:21]2[CH:26]=[CH:25][CH:24]=[CH:23][CH:22]=2)[CH2:13][CH2:12]1. (3) Given the reactants Br[C:2]1[CH:7]=[CH:6][C:5]([C@@:8]2([CH3:34])[C:12](=[O:13])[N:11]([C@@H:14]([CH2:22][CH:23]([CH3:25])[CH3:24])[C:15]([O:17][C:18]([CH3:21])([CH3:20])[CH3:19])=[O:16])[C:10](=[O:26])[N:9]2[CH2:27][C:28]2[CH:33]=[CH:32][CH:31]=[CH:30][CH:29]=2)=[CH:4][CH:3]=1, predict the reaction product. The product is: [C:5]1([C@@:8]2([CH3:34])[C:12](=[O:13])[N:11]([C@@H:14]([CH2:22][CH:23]([CH3:25])[CH3:24])[C:15]([O:17][C:18]([CH3:19])([CH3:20])[CH3:21])=[O:16])[C:10](=[O:26])[N:9]2[CH2:27][C:28]2[CH:29]=[CH:30][CH:31]=[CH:32][CH:33]=2)[CH:4]=[CH:3][CH:2]=[CH:7][CH:6]=1. (4) Given the reactants Cl[C:2]1[CH:7]=[CH:6][N:5]=[C:4]([NH:8][C:9]2[CH:14]=[CH:13][CH:12]=[C:11]([Cl:15])[CH:10]=2)[N:3]=1.[NH2:16][CH2:17][C@@H:18]1[CH2:22][CH2:21][N:20]([C:23]([O:25][C:26]([CH3:29])([CH3:28])[CH3:27])=[O:24])[CH2:19]1.C(N(C(C)C)CC)(C)C, predict the reaction product. The product is: [Cl:15][C:11]1[CH:10]=[C:9]([NH:8][C:4]2[N:3]=[C:2]([NH:16][CH2:17][C@@H:18]3[CH2:22][CH2:21][N:20]([C:23]([O:25][C:26]([CH3:29])([CH3:28])[CH3:27])=[O:24])[CH2:19]3)[CH:7]=[CH:6][N:5]=2)[CH:14]=[CH:13][CH:12]=1. (5) Given the reactants [Br:1][C:2]1[CH:7]=[CH:6][C:5]([CH2:8][CH3:9])=[CH:4][CH:3]=1.[N+:10]([O-])([OH:12])=[O:11].O, predict the reaction product. The product is: [Br:1][C:2]1[CH:7]=[CH:6][C:5]([CH2:8][CH3:9])=[C:4]([N+:10]([O-:12])=[O:11])[CH:3]=1. (6) Given the reactants [Cl:1][C:2]1[CH:3]=[C:4]([C@@H:8]2[C@@H:13]([C:14]3[CH:19]=[CH:18][C:17]([Cl:20])=[CH:16][CH:15]=3)[N:12]([C@@H:21]([CH2:31][CH3:32])[CH2:22][N:23]([CH3:30])[S:24]([CH:27]3[CH2:29][CH2:28]3)(=[O:26])=[O:25])[C:11](=[O:33])[C@@:10]([CH2:47][CH:48]=O)([CH2:34][CH2:35][O:36][Si:37]([CH:44]([CH3:46])[CH3:45])([CH:41]([CH3:43])[CH3:42])[CH:38]([CH3:40])[CH3:39])[CH2:9]2)[CH:5]=[CH:6][CH:7]=1.[NH:50]1[CH2:55][CH2:54][O:53][CH2:52][CH2:51]1, predict the reaction product. The product is: [Cl:1][C:2]1[CH:3]=[C:4]([C@@H:8]2[C@@H:13]([C:14]3[CH:15]=[CH:16][C:17]([Cl:20])=[CH:18][CH:19]=3)[N:12]([C@@H:21]([CH2:31][CH3:32])[CH2:22][N:23]([CH3:30])[S:24]([CH:27]3[CH2:28][CH2:29]3)(=[O:25])=[O:26])[C:11](=[O:33])[C@@:10]([CH2:47][CH2:48][N:50]3[CH2:55][CH2:54][O:53][CH2:52][CH2:51]3)([CH2:34][CH2:35][O:36][Si:37]([CH:38]([CH3:40])[CH3:39])([CH:44]([CH3:46])[CH3:45])[CH:41]([CH3:43])[CH3:42])[CH2:9]2)[CH:5]=[CH:6][CH:7]=1. (7) Given the reactants F[C:2]1[C:7]([N+:8]([O-:10])=[O:9])=[CH:6][CH:5]=[C:4]([F:11])[C:3]=1[C:12]1[CH:17]=[CH:16][CH:15]=[CH:14][N:13]=1.[CH:18]([NH2:21])([CH3:20])[CH3:19].CCN(C(C)C)C(C)C, predict the reaction product. The product is: [F:11][C:4]1[C:3]([C:12]2[CH:17]=[CH:16][CH:15]=[CH:14][N:13]=2)=[C:2]([NH:21][CH:18]([CH3:20])[CH3:19])[C:7]([N+:8]([O-:10])=[O:9])=[CH:6][CH:5]=1.